Dataset: Forward reaction prediction with 1.9M reactions from USPTO patents (1976-2016). Task: Predict the product of the given reaction. Given the reactants C(NP(CC1C=C2C(=CC=1)NN=C2C1NC2C(C=1)=CC=CC=2)(C1C=CC=CC=1)=O)C.[N+](C1C=CC([O:40][P:41]([C:62]2[CH:67]=[CH:66][CH:65]=[CH:64][CH:63]=2)(=[O:61])[O:42][C:43]2[CH:44]=[C:45]3[C:49](=[CH:50][CH:51]=2)[NH:48][N:47]=[C:46]3[C:52]2[NH:53][C:54]3[C:59]([CH:60]=2)=[CH:58][CH:57]=[CH:56][CH:55]=3)=CC=1)([O-])=O.C(NCC)C.N12CCCN=C1CCCCC2, predict the reaction product. The product is: [NH:53]1[C:54]2[C:59](=[CH:58][CH:57]=[CH:56][CH:55]=2)[CH:60]=[C:52]1[C:46]1[C:45]2[C:49](=[CH:50][CH:51]=[C:43]([O:42][P:41]([C:62]3[CH:63]=[CH:64][CH:65]=[CH:66][CH:67]=3)(=[O:40])[OH:61])[CH:44]=2)[NH:48][N:47]=1.